Dataset: Forward reaction prediction with 1.9M reactions from USPTO patents (1976-2016). Task: Predict the product of the given reaction. Given the reactants [NH2:1][C:2]1[CH:3]=[C:4]([CH:14]=[CH:15][C:16]=1[O:17][CH3:18])[C:5]([NH:7][C:8]1[CH:9]=[N:10][CH:11]=[CH:12][CH:13]=1)=[O:6].[F:19][C:20]([F:49])([F:48])[C:21]1[CH:22]=[C:23]([Bi]([C:23]2[CH:24]=[CH:25][CH:26]=[C:21]([C:20]([F:49])([F:48])[F:19])[CH:22]=2)[C:23]2[CH:24]=[CH:25][CH:26]=[C:21]([C:20]([F:49])([F:48])[F:19])[CH:22]=2)[CH:24]=[CH:25][CH:26]=1.C(N(CC)CC)C, predict the reaction product. The product is: [CH3:18][O:17][C:16]1[CH:15]=[CH:14][C:4]([C:5]([NH:7][C:8]2[CH:9]=[N:10][CH:11]=[CH:12][CH:13]=2)=[O:6])=[CH:3][C:2]=1[NH:1][C:25]1[CH:24]=[CH:23][CH:22]=[C:21]([C:20]([F:49])([F:48])[F:19])[CH:26]=1.